From a dataset of Buchwald-Hartwig C-N cross coupling reaction yields with 55,370 reactions. Predict the reaction yield, written as a fraction of the theoretical maximum amount of product (1.0 means a 100% yield; for example, 0.34 means a 34% yield). (1) The reactants are Clc1cccnc1.Cc1ccc(N)cc1.O=S(=O)(O[Pd]1c2ccccc2-c2ccccc2N~1)C(F)(F)F.COc1ccc(OC)c(P([C@]23C[C@H]4C[C@H](C[C@H](C4)C2)C3)[C@]23C[C@H]4C[C@H](C[C@H](C4)C2)C3)c1-c1c(C(C)C)cc(C(C)C)cc1C(C)C.CCN=P(N=P(N(C)C)(N(C)C)N(C)C)(N(C)C)N(C)C.COC(=O)c1cc(-c2ccco2)on1. No catalyst specified. The product is Cc1ccc(Nc2cccnc2)cc1. The yield is 0.00868. (2) The yield is 0.0468. No catalyst specified. The product is Cc1ccc(Nc2ccc(C(F)(F)F)cc2)cc1. The reactants are FC(F)(F)c1ccc(Cl)cc1.Cc1ccc(N)cc1.O=S(=O)(O[Pd]1c2ccccc2-c2ccccc2N~1)C(F)(F)F.COc1ccc(OC)c(P(C(C)(C)C)C(C)(C)C)c1-c1c(C(C)C)cc(C(C)C)cc1C(C)C.CN1CCCN2CCCN=C12.Cc1ccno1. (3) The reactants are Ic1ccccn1.Cc1ccc(N)cc1.O=S(=O)(O[Pd]1c2ccccc2-c2ccccc2N~1)C(F)(F)F.COc1ccc(OC)c(P(C(C)(C)C)C(C)(C)C)c1-c1c(C(C)C)cc(C(C)C)cc1C(C)C.CCN=P(N=P(N(C)C)(N(C)C)N(C)C)(N(C)C)N(C)C.c1ccc(-c2cnoc2)cc1. No catalyst specified. The product is Cc1ccc(Nc2ccccn2)cc1. The yield is 0.358. (4) The reactants are Clc1cccnc1.Cc1ccc(N)cc1.O=S(=O)(O[Pd]1c2ccccc2-c2ccccc2N~1)C(F)(F)F.CC(C)c1cc(C(C)C)c(-c2ccccc2P(C(C)(C)C)C(C)(C)C)c(C(C)C)c1.CN1CCCN2CCCN=C12.Fc1cccc(F)c1-c1ccno1. No catalyst specified. The product is Cc1ccc(Nc2cccnc2)cc1. The yield is 0.335. (5) The product is Cc1ccc(Nc2ccc(C(F)(F)F)cc2)cc1. The yield is 0.0737. The reactants are FC(F)(F)c1ccc(Cl)cc1.Cc1ccc(N)cc1.O=S(=O)(O[Pd]1c2ccccc2-c2ccccc2N~1)C(F)(F)F.COc1ccc(OC)c(P(C(C)(C)C)C(C)(C)C)c1-c1c(C(C)C)cc(C(C)C)cc1C(C)C.CCN=P(N=P(N(C)C)(N(C)C)N(C)C)(N(C)C)N(C)C.c1ccc(-c2ccno2)cc1. No catalyst specified. (6) The reactants are CCc1ccc(I)cc1.Cc1ccc(N)cc1.O=S(=O)(O[Pd]1c2ccccc2-c2ccccc2N~1)C(F)(F)F.CC(C)c1cc(C(C)C)c(-c2ccccc2P(C2CCCCC2)C2CCCCC2)c(C(C)C)c1.CN1CCCN2CCCN=C12.c1ccc2oncc2c1. No catalyst specified. The product is CCc1ccc(Nc2ccc(C)cc2)cc1. The yield is 0.298. (7) The reactants are FC(F)(F)c1ccc(Br)cc1.Cc1ccc(N)cc1.O=S(=O)(O[Pd]1c2ccccc2-c2ccccc2N~1)C(F)(F)F.CC(C)c1cc(C(C)C)c(-c2ccccc2P(C2CCCCC2)C2CCCCC2)c(C(C)C)c1.CCN=P(N=P(N(C)C)(N(C)C)N(C)C)(N(C)C)N(C)C.Cc1ccno1. No catalyst specified. The product is Cc1ccc(Nc2ccc(C(F)(F)F)cc2)cc1. The yield is 0.124. (8) The yield is 0.343. The product is CCc1ccc(Nc2ccc(C)cc2)cc1. No catalyst specified. The reactants are CCc1ccc(I)cc1.Cc1ccc(N)cc1.O=S(=O)(O[Pd]1c2ccccc2-c2ccccc2N~1)C(F)(F)F.CC(C)c1cc(C(C)C)c(-c2ccccc2P(C2CCCCC2)C2CCCCC2)c(C(C)C)c1.CCN=P(N=P(N(C)C)(N(C)C)N(C)C)(N(C)C)N(C)C.c1ccc2oncc2c1. (9) The reactants are FC(F)(F)c1ccc(Br)cc1.Cc1ccc(N)cc1.O=S(=O)(O[Pd]1c2ccccc2-c2ccccc2N~1)C(F)(F)F.COc1ccc(OC)c(P(C(C)(C)C)C(C)(C)C)c1-c1c(C(C)C)cc(C(C)C)cc1C(C)C.CN(C)C(=NC(C)(C)C)N(C)C.CCOC(=O)c1cc(C)on1. No catalyst specified. The product is Cc1ccc(Nc2ccc(C(F)(F)F)cc2)cc1. The yield is 0.426. (10) The reactants are CCc1ccc(Br)cc1.Cc1ccc(N)cc1.O=S(=O)(O[Pd]1c2ccccc2-c2ccccc2N~1)C(F)(F)F.CC(C)c1cc(C(C)C)c(-c2ccccc2P(C(C)(C)C)C(C)(C)C)c(C(C)C)c1.CN1CCCN2CCCN=C12.CCOC(=O)c1cc(C)no1. No catalyst specified. The product is CCc1ccc(Nc2ccc(C)cc2)cc1. The yield is 0.866.